This data is from Full USPTO retrosynthesis dataset with 1.9M reactions from patents (1976-2016). The task is: Predict the reactants needed to synthesize the given product. (1) Given the product [Br:1][C:2]1[CH:10]=[CH:9][C:5]([C:6]([Cl:17])=[O:7])=[C:4]([N+:11]([O-:13])=[O:12])[CH:3]=1, predict the reactants needed to synthesize it. The reactants are: [Br:1][C:2]1[CH:10]=[CH:9][C:5]([C:6](O)=[O:7])=[C:4]([N+:11]([O-:13])=[O:12])[CH:3]=1.C(Cl)(=O)C([Cl:17])=O. (2) Given the product [CH:38]([NH:1][C:2]1[CH:7]=[CH:6][C:5]([CH:8]([C:9]2[CH:14]=[CH:13][C:12]([NH:15][CH:23]=[O:25])=[CH:11][CH:10]=2)[C:16]2[CH:21]=[CH:20][C:19]([NH:22][CH:44]=[O:45])=[CH:18][CH:17]=2)=[CH:4][CH:3]=1)=[O:40], predict the reactants needed to synthesize it. The reactants are: [NH2:1][C:2]1[CH:7]=[CH:6][C:5]([CH:8]([C:16]2[CH:21]=[CH:20][C:19]([NH2:22])=[CH:18][CH:17]=2)[C:9]2[CH:14]=[CH:13][C:12]([NH2:15])=[CH:11][CH:10]=2)=[CH:4][CH:3]=1.[CH:23]([OH:25])=O.Cl.C(N=C=NCCCN(C)C)C.[C:38](OCC)(=[O:40])C.[CH3:44][OH:45]. (3) Given the product [CH:1]([O:16][N:17]=[C:18]([N:24]1[CH:28]=[N:27][CH:26]=[N:25]1)[C:19]([O:21][CH2:22][CH3:23])=[O:20])([CH3:3])[CH3:2], predict the reactants needed to synthesize it. The reactants are: [CH:1](I)([CH3:3])[CH3:2].C(=O)([O-])[O-].[K+].[K+].CN(C)C=O.[OH:16][N:17]=[C:18]([N:24]1[CH:28]=[N:27][CH:26]=[N:25]1)[C:19]([O:21][CH2:22][CH3:23])=[O:20]. (4) Given the product [NH2:42][C:41]1[N:40]2[N:43]=[CH:44][C:45]([C:46]3[CH:47]=[N:48][C:49]4[C:54]([CH:55]=3)=[CH:53][CH:52]=[CH:51][CH:50]=4)=[C:39]2[N:38]=[C:37]([N:56]2[CH2:57][CH2:58][N:59]([C:27]([C:29]3[S:30][CH:31]=[CH:32][CH:33]=3)=[O:28])[CH2:60][CH2:61]2)[C:36]=1[Cl:35], predict the reactants needed to synthesize it. The reactants are: NC1N2N=CC(C3C=NC4C(C=3)=CC=CC=4)=C2N=C(C2CCN([C:27]([C:29]3[S:30][CH:31]=[CH:32][CH:33]=3)=[O:28])CC=2)C=1Br.[Cl:35][C:36]1[C:37]([N:56]2[CH2:61][CH2:60][NH:59][CH2:58][CH2:57]2)=[N:38][C:39]2[N:40]([N:43]=[CH:44][C:45]=2[C:46]2[CH:47]=[N:48][C:49]3[C:54]([CH:55]=2)=[CH:53][CH:52]=[CH:51][CH:50]=3)[C:41]=1[NH2:42].BrC1C(C2CCNCC=2)=NC2N(N=CC=2C2C=NC3C(C=2)=CC=CC=3)C=1N. (5) Given the product [C:19]([NH:18][C:16]1[S:15][C:13]2[N:14]=[C:9]([NH:8][C:6]3[C:5]([Cl:22])=[CH:4][C:3]([F:23])=[C:2]([NH:1][C:32](=[O:33])[C:31]4[CH:35]=[CH:36][CH:37]=[C:29]([C:26]([C:24]#[N:25])([CH3:27])[CH3:28])[CH:30]=4)[CH:7]=3)[N:10]=[CH:11][C:12]=2[N:17]=1)(=[O:21])[CH3:20], predict the reactants needed to synthesize it. The reactants are: [NH2:1][C:2]1[C:3]([F:23])=[CH:4][C:5]([Cl:22])=[C:6]([NH:8][C:9]2[N:10]=[CH:11][C:12]3[N:17]=[C:16]([NH:18][C:19](=[O:21])[CH3:20])[S:15][C:13]=3[N:14]=2)[CH:7]=1.[C:24]([C:26]([C:29]1[CH:30]=[C:31]([CH:35]=[CH:36][CH:37]=1)[C:32](O)=[O:33])([CH3:28])[CH3:27])#[N:25].F[P-](F)(F)(F)(F)F.N1(OC(N(C)C)=[N+](C)C)C2N=CC=CC=2N=N1.C(=O)([O-])O.[Na+]. (6) Given the product [CH3:1][C:2]1([CH3:16])[NH:6][C:5](=[O:7])[NH:4][C:3]1=[O:15].[CH2:2]([C:3]([NH2:4])=[O:15])[CH2:16][CH2:20][CH2:21][CH2:22][CH3:23], predict the reactants needed to synthesize it. The reactants are: [CH3:1][C:2]1([CH3:16])[NH:6][C:5](=[O:7])[N:4](CN2CCOCC2)[C:3]1=[O:15].N([CH2:20][CH2:21][CH2:22][CH2:23]CC)=C=O. (7) Given the product [BrH:31].[NH:5]1[C:6]2[CH:12]=[CH:13][CH:14]=[CH:1][C:2]=2[N:3]=[C:4]1[CH2:10][N:11]([CH:17]1[C:26]2[N:25]=[CH:24][CH:23]=[CH:22][C:21]=2[CH2:20][CH2:19][CH2:18]1)[CH2:12][CH2:13][CH2:14][CH2:15][NH:16][C:27](=[O:30])[C:28]1[CH:1]=[C:2]([Br:31])[CH:6]=[N:5][CH:4]=1, predict the reactants needed to synthesize it. The reactants are: [CH3:1][C:2]1[N:3]=[C:4]([CH2:10][N:11]([CH:17]2[C:26]3[N:25]=[CH:24][CH:23]=[CH:22][C:21]=3[CH2:20][CH2:19][CH2:18]2)[CH2:12][CH2:13][CH2:14][CH2:15][NH2:16])[N:5](CCC)[CH:6]=1.[C:27]([OH:30])(=O)[CH3:28].[BrH:31]. (8) Given the product [C:3]1([CH3:13])[CH:2]=[CH:1][CH:6]=[CH:5][C:4]=1[O:7][CH2:8][C:9]([Cl:11])=[O:10], predict the reactants needed to synthesize it. The reactants are: [C:1]1(C)[CH:6]=[CH:5][C:4]([O:7][CH2:8][C:9]([Cl:11])=[O:10])=[CH:3][CH:2]=1.[CH2:13](C(OC1C=CC=CC=1C)C(O)=O)C.O=S(Cl)Cl. (9) Given the product [CH2:1]([N:3]([CH2:17][OH:18])[C:4](=[O:16])[C:5]1[C:10]([Si:11]([CH3:12])([CH3:13])[CH3:14])=[CH:9][CH:8]=[CH:7][C:6]=1[CH3:15])[CH3:2], predict the reactants needed to synthesize it. The reactants are: [CH2:1]([N:3]([CH2:17][O:18]C)[C:4](=[O:16])[C:5]1[C:10]([Si:11]([CH3:14])([CH3:13])[CH3:12])=[CH:9][CH:8]=[CH:7][C:6]=1[CH3:15])[CH3:2]. (10) Given the product [O:25]=[C:19]1[CH:18]([N:12]2[CH2:11][C:10]3[C:14](=[CH:15][CH:16]=[C:8]([CH2:7][NH:6][C:52](=[O:53])[C:51]([F:50])([F:65])[C:55]4[CH:60]=[CH:59][CH:58]=[CH:57][C:56]=4[C:61]([F:62])([F:63])[F:64])[CH:9]=3)[C:13]2=[O:17])[CH2:23][CH2:22][C:21](=[O:24])[NH:20]1, predict the reactants needed to synthesize it. The reactants are: CS(O)(=O)=O.[NH2:6][CH2:7][C:8]1[CH:9]=[C:10]2[C:14](=[CH:15][CH:16]=1)[C:13](=[O:17])[N:12]([CH:18]1[CH2:23][CH2:22][C:21](=[O:24])[NH:20][C:19]1=[O:25])[CH2:11]2.CN(C(ON1N=NC2C=CC=NC1=2)=[N+](C)C)C.F[P-](F)(F)(F)(F)F.[F:50][C:51]([F:65])([C:55]1[CH:60]=[CH:59][CH:58]=[CH:57][C:56]=1[C:61]([F:64])([F:63])[F:62])[C:52](O)=[O:53].C(N(C(C)C)C(C)C)C.